From a dataset of Full USPTO retrosynthesis dataset with 1.9M reactions from patents (1976-2016). Predict the reactants needed to synthesize the given product. (1) Given the product [Cl:1][C:2]1[CH:3]=[C:4]2[C:8](=[C:9]([NH:11][CH:12]3[CH2:16][CH2:15][CH2:14][CH2:13]3)[CH:10]=1)[NH:7][C:6]([C:17]1[S:18][CH2:19][C@@H:20]([CH2:22][CH2:23][N:24]3[CH2:29][CH2:28][NH:27][CH2:26][CH2:25]3)[N:21]=1)=[CH:5]2, predict the reactants needed to synthesize it. The reactants are: [Cl:1][C:2]1[CH:3]=[C:4]2[C:8](=[C:9]([NH:11][CH:12]3[CH2:16][CH2:15][CH2:14][CH2:13]3)[CH:10]=1)[NH:7][C:6]([C:17]1[S:18][CH2:19][C@@H:20]([CH2:22][CH2:23][N:24]3[CH2:29][CH2:28][N:27](C(OC(C)(C)C)=O)[CH2:26][CH2:25]3)[N:21]=1)=[CH:5]2.C(OC(=O)C)C.Cl. (2) Given the product [Cl:3][C:4]1[CH:5]=[C:6]([N:15]([CH3:2])[C:16]([N:18]2[CH2:23][CH2:22][N:21]([C@H:24]([CH2:38][OH:39])[CH2:25][CH2:26][C:27]([N:29]3[CH2:36][CH2:35][C:32]4([CH2:33][CH2:34]4)[C@H:31]([OH:37])[CH2:30]3)=[O:28])[C:20](=[O:40])[C@@H:19]2[CH3:41])=[O:17])[CH:7]=[CH:8][C:9]=1[O:10][C:11]([F:13])([F:14])[F:12], predict the reactants needed to synthesize it. The reactants are: I[CH3:2].[Cl:3][C:4]1[CH:5]=[C:6]([NH:15][C:16]([N:18]2[CH2:23][CH2:22][N:21]([C@H:24]([CH2:38][OH:39])[CH2:25][CH2:26][C:27]([N:29]3[CH2:36][CH2:35][C:32]4([CH2:34][CH2:33]4)[C@H:31]([OH:37])[CH2:30]3)=[O:28])[C:20](=[O:40])[C@@H:19]2[CH3:41])=[O:17])[CH:7]=[CH:8][C:9]=1[O:10][C:11]([F:14])([F:13])[F:12]. (3) Given the product [CH3:42][O:41][C:31]1[CH:32]=[C:33]([CH:39]=[CH:40][C:30]=1[O:29][C:2]1[C:7]([C:8]2[CH:13]=[CH:12][CH:11]=[C:10]([S:14]([NH2:17])(=[O:16])=[O:15])[CH:9]=2)=[C:6]([C:18]2[CH:23]=[CH:22][C:21]([F:24])=[CH:20][CH:19]=2)[N:5]=[C:4]([C:25]([F:28])([F:27])[F:26])[N:3]=1)[C:34]([NH:36][O:37][CH3:38])=[O:35], predict the reactants needed to synthesize it. The reactants are: Cl[C:2]1[C:7]([C:8]2[CH:9]=[C:10]([S:14]([NH2:17])(=[O:16])=[O:15])[CH:11]=[CH:12][CH:13]=2)=[C:6]([C:18]2[CH:23]=[CH:22][C:21]([F:24])=[CH:20][CH:19]=2)[N:5]=[C:4]([C:25]([F:28])([F:27])[F:26])[N:3]=1.[OH:29][C:30]1[CH:40]=[CH:39][C:33]([C:34]([NH:36][O:37][CH3:38])=[O:35])=[CH:32][C:31]=1[O:41][CH3:42].C(=O)([O-])[O-].[K+].[K+]. (4) The reactants are: [Br:1][C:2]1[CH:3]=[C:4]([CH:8]=[CH:9][C:10]=1[Cl:11])[C:5]([OH:7])=[O:6].Cl.O1CCO[CH2:15][CH2:14]1. Given the product [CH2:14]([O:6][C:5](=[O:7])[C:4]1[CH:8]=[CH:9][C:10]([Cl:11])=[C:2]([Br:1])[CH:3]=1)[CH3:15], predict the reactants needed to synthesize it. (5) Given the product [ClH:54].[O:27]1[C:36]2[CH:35]=[C:34]([CH2:37][NH:1][CH:2]3[CH2:11][C:10]4[N:9]=[CH:8][C:7]([N:12]5[C:17](=[O:18])[CH:16]=[N:15][C:14]6[CH:19]=[CH:20][C:21]([O:23][CH3:24])=[N:22][C:13]5=6)=[CH:6][C:5]=4[CH2:4][CH2:3]3)[N:33]=[CH:32][C:31]=2[O:30][CH2:29][CH2:28]1, predict the reactants needed to synthesize it. The reactants are: [NH2:1][CH:2]1[CH2:11][C:10]2[N:9]=[CH:8][C:7]([N:12]3[C:17](=[O:18])[CH:16]=[N:15][C:14]4[CH:19]=[CH:20][C:21]([O:23][CH3:24])=[N:22][C:13]3=4)=[CH:6][C:5]=2[CH2:4][CH2:3]1.CO.[O:27]1[C:36]2[CH:35]=[C:34]([CH:37]=O)[N:33]=[CH:32][C:31]=2[O:30][CH2:29][CH2:28]1.C(O[BH-](OC(=O)C)OC(=O)C)(=O)C.[Na+].C(Cl)[Cl:54]. (6) Given the product [CH2:1]([O:3][C:4](=[O:14])[CH:5]([C:7]1[CH:8]=[CH:9][C:10]([NH2:13])=[C:11]([Br:22])[CH:12]=1)[CH3:6])[CH3:2], predict the reactants needed to synthesize it. The reactants are: [CH2:1]([O:3][C:4](=[O:14])[CH:5]([C:7]1[CH:12]=[CH:11][C:10]([NH2:13])=[CH:9][CH:8]=1)[CH3:6])[CH3:2].OOS([O-])=O.[K+].[Na+].[Br-:22].[O-]S([O-])(=S)=O.[Na+].[Na+]. (7) Given the product [F:20][C:17]1[CH:18]=[CH:19][C:14]2[N:15]([C:11]([C:4]3[N:3]=[C:2]([NH:25][C@@H:23]([CH:22]([CH3:26])[CH3:21])[CH3:24])[C:7]([N+:8]([O-:10])=[O:9])=[CH:6][N:5]=3)=[CH:12][N:13]=2)[CH:16]=1, predict the reactants needed to synthesize it. The reactants are: Cl[C:2]1[C:7]([N+:8]([O-:10])=[O:9])=[CH:6][N:5]=[C:4]([C:11]2[N:15]3[CH:16]=[C:17]([F:20])[CH:18]=[CH:19][C:14]3=[N:13][CH:12]=2)[N:3]=1.[CH3:21][CH:22]([CH3:26])[C@H:23]([NH2:25])[CH3:24]. (8) Given the product [CH2:34]([O:36][C:37](=[O:58])[CH:38]=[CH:60][C:15]1[N:16]([C:20]2[CH:25]=[CH:24][C:23]([O:26][CH:27]3[CH2:31][CH2:30][CH2:29][CH2:28]3)=[CH:22][CH:21]=2)[C:17]2[C:13]([CH:14]=1)=[CH:12][C:11]([C:8]1[CH:7]=[CH:6][C:5]([C:1]([CH3:2])([CH3:3])[CH3:4])=[CH:10][CH:9]=1)=[CH:19][CH:18]=2)[CH3:35], predict the reactants needed to synthesize it. The reactants are: [C:1]([C:5]1[CH:10]=[CH:9][C:8]([C:11]2[CH:12]=[C:13]3[C:17](=[CH:18][CH:19]=2)[N:16]([C:20]2[CH:25]=[CH:24][C:23]([O:26][CH:27]4[CH2:31][CH2:30][CH2:29][CH2:28]4)=[CH:22][CH:21]=2)[C:15](C=O)=[CH:14]3)=[CH:7][CH:6]=1)([CH3:4])([CH3:3])[CH3:2].[CH2:34]([O:36][C:37](=[O:58])[CH:38]=P(C1C=CC=CC=1)(C1C=CC=CC=1)C1C=CC=CC=1)[CH3:35].O.[CH3:60]N(C=O)C.